This data is from NCI-60 drug combinations with 297,098 pairs across 59 cell lines. The task is: Regression. Given two drug SMILES strings and cell line genomic features, predict the synergy score measuring deviation from expected non-interaction effect. (1) Drug 1: C1CCC(C1)C(CC#N)N2C=C(C=N2)C3=C4C=CNC4=NC=N3. Drug 2: CS(=O)(=O)CCNCC1=CC=C(O1)C2=CC3=C(C=C2)N=CN=C3NC4=CC(=C(C=C4)OCC5=CC(=CC=C5)F)Cl. Cell line: RXF 393. Synergy scores: CSS=-4.01, Synergy_ZIP=-0.284, Synergy_Bliss=-3.01, Synergy_Loewe=-7.87, Synergy_HSA=-7.09. (2) Drug 1: CC1CCC2CC(C(=CC=CC=CC(CC(C(=O)C(C(C(=CC(C(=O)CC(OC(=O)C3CCCCN3C(=O)C(=O)C1(O2)O)C(C)CC4CCC(C(C4)OC)OCCO)C)C)O)OC)C)C)C)OC. Drug 2: C(CC(=O)O)C(=O)CN.Cl. Cell line: HCT116. Synergy scores: CSS=8.53, Synergy_ZIP=-1.04, Synergy_Bliss=0.0218, Synergy_Loewe=-9.98, Synergy_HSA=-3.37. (3) Drug 1: C1C(C(OC1N2C=NC3=C2NC=NCC3O)CO)O. Drug 2: CC1C(C(CC(O1)OC2CC(CC3=C2C(=C4C(=C3O)C(=O)C5=CC=CC=C5C4=O)O)(C(=O)C)O)N)O. Cell line: OVCAR-5. Synergy scores: CSS=33.1, Synergy_ZIP=0.116, Synergy_Bliss=0.793, Synergy_Loewe=-16.1, Synergy_HSA=2.30. (4) Drug 1: C1CCN(CC1)CCOC2=CC=C(C=C2)C(=O)C3=C(SC4=C3C=CC(=C4)O)C5=CC=C(C=C5)O. Drug 2: C1C(C(OC1N2C=C(C(=O)NC2=O)F)CO)O. Cell line: HCT116. Synergy scores: CSS=26.5, Synergy_ZIP=-1.58, Synergy_Bliss=-5.96, Synergy_Loewe=-23.1, Synergy_HSA=-6.83. (5) Drug 1: COC1=CC(=CC(=C1O)OC)C2C3C(COC3=O)C(C4=CC5=C(C=C24)OCO5)OC6C(C(C7C(O6)COC(O7)C8=CC=CS8)O)O. Drug 2: CN(C(=O)NC(C=O)C(C(C(CO)O)O)O)N=O. Cell line: NCI-H460. Synergy scores: CSS=43.8, Synergy_ZIP=1.95, Synergy_Bliss=1.89, Synergy_Loewe=-33.2, Synergy_HSA=1.97.